This data is from Catalyst prediction with 721,799 reactions and 888 catalyst types from USPTO. The task is: Predict which catalyst facilitates the given reaction. Reactant: FC(F)(F)S(O[C:7]1[CH:12]=[C:11]([CH2:13][O:14][CH3:15])[N:10]=[C:9]([S:16][CH3:17])[N:8]=1)(=O)=O.C([N:23](CC)C(C)C)(C)C.CC(N)(C)CC(C)(C)C.FC(F)(F)C(O)=O. Product: [CH3:15][O:14][CH2:13][C:11]1[N:10]=[C:9]([S:16][CH3:17])[N:8]=[C:7]([NH2:23])[CH:12]=1. The catalyst class is: 10.